This data is from Forward reaction prediction with 1.9M reactions from USPTO patents (1976-2016). The task is: Predict the product of the given reaction. The product is: [C:46]([C:50]1[CH:51]=[CH:52][C:53]([CH2:54][N:55]([CH2:56][CH2:57][C:58]2[CH:63]=[C:62]([C:64]([F:67])([F:65])[F:66])[CH:61]=[C:60]([F:68])[CH:59]=2)[C:12]([C:9]2[C:10]([F:11])=[C:2]([Cl:1])[CH:3]=[C:4]3[C:8]=2[NH:7][CH:6]=[CH:5]3)=[O:14])=[CH:69][CH:70]=1)([CH3:49])([CH3:47])[CH3:48]. Given the reactants [Cl:1][C:2]1[CH:3]=[C:4]2[C:8](=[C:9]([C:12]([OH:14])=O)[C:10]=1[F:11])[NH:7][CH:6]=[CH:5]2.CN(C(ON1N=NC2C=CC=CC1=2)=[N+](C)C)C.[B-](F)(F)(F)F.C(N(CC)C(C)C)(C)C.[C:46]([C:50]1[CH:70]=[CH:69][C:53]([CH2:54][NH:55][CH2:56][CH2:57][C:58]2[CH:63]=[C:62]([C:64]([F:67])([F:66])[F:65])[CH:61]=[C:60]([F:68])[CH:59]=2)=[CH:52][CH:51]=1)([CH3:49])([CH3:48])[CH3:47], predict the reaction product.